This data is from Catalyst prediction with 721,799 reactions and 888 catalyst types from USPTO. The task is: Predict which catalyst facilitates the given reaction. The catalyst class is: 60. Product: [F:64][C:63]1[CH:62]=[C:61]([NH:65][S:66]([CH3:69])(=[O:68])=[O:67])[C:60]([CH3:70])=[CH:59][C:58]=1[C@H:56]([NH:55][C:49]([CH:44]1[CH2:43][CH2:42][C:41]2[N:40]=[C:39]([C:36]([CH3:38])([CH3:37])[C:35]([F:53])([F:34])[F:52])[CH:48]=[CH:47][C:46]=2[CH2:45]1)=[O:51])[CH3:57]. Reactant: F[P-](F)(F)(F)(F)F.C[N+](C)=C(N(C)C)ON1C2N=CC=CC=2N=N1.C(N(CC)C(C)C)(C)C.[F:34][C:35]([F:53])([F:52])[C:36]([C:39]1[CH:48]=[CH:47][C:46]2[CH2:45][C@H:44]([C:49]([OH:51])=O)[CH2:43][CH2:42][C:41]=2[N:40]=1)([CH3:38])[CH3:37].Cl.[NH2:55][C@@H:56]([C:58]1[C:63]([F:64])=[CH:62][C:61]([NH:65][S:66]([CH3:69])(=[O:68])=[O:67])=[C:60]([CH3:70])[CH:59]=1)[CH3:57].